From a dataset of Catalyst prediction with 721,799 reactions and 888 catalyst types from USPTO. Predict which catalyst facilitates the given reaction. Reactant: [C:1]([O:5][C:6]([N:8]1[CH2:13][CH2:12][CH:11]([O:14][CH2:15][C:16]([OH:18])=O)[CH2:10][CH2:9]1)=[O:7])([CH3:4])([CH3:3])[CH3:2].CCN=C=NCCCN(C)C.C1C=CC2N(O)N=NC=2C=1.[Cl:40][C:41]1[CH:50]=[CH:49][C:44]([C:45]([NH:47]O)=[NH:46])=[CH:43][N:42]=1. Product: [C:1]([O:5][C:6]([N:8]1[CH2:9][CH2:10][CH:11]([O:14][CH2:15][C:16]2[O:18][N:47]=[C:45]([C:44]3[CH:43]=[N:42][C:41]([Cl:40])=[CH:50][CH:49]=3)[N:46]=2)[CH2:12][CH2:13]1)=[O:7])([CH3:2])([CH3:3])[CH3:4]. The catalyst class is: 1.